Dataset: CYP3A4 substrate classification data from Carbon-Mangels et al.. Task: Regression/Classification. Given a drug SMILES string, predict its absorption, distribution, metabolism, or excretion properties. Task type varies by dataset: regression for continuous measurements (e.g., permeability, clearance, half-life) or binary classification for categorical outcomes (e.g., BBB penetration, CYP inhibition). Dataset: cyp3a4_substrate_carbonmangels. The compound is COc1ccc2c3c1O[C@H]1[C@@H](O)C=C[C@H]4[C@@H](C2)N(C)CC[C@]314. The result is 1 (substrate).